Task: Predict the product of the given reaction.. Dataset: Forward reaction prediction with 1.9M reactions from USPTO patents (1976-2016) (1) Given the reactants [F:1][C:2]1[CH:25]=[CH:24][CH:23]=[C:22]([C:26]([F:29])([F:28])[F:27])[C:3]=1[C:4]([NH:6][C:7]1[S:18][C:10]2[C:11]([CH3:17])([CH3:16])[O:12][C:13]([CH3:15])([CH3:14])[C:9]=2[C:8]=1[C:19](O)=[O:20])=[O:5].[CH:30]1([NH2:34])[CH2:33][CH2:32][CH2:31]1, predict the reaction product. The product is: [CH:30]1([NH:34][C:19]([C:8]2[C:9]3[C:13]([CH3:14])([CH3:15])[O:12][C:11]([CH3:16])([CH3:17])[C:10]=3[S:18][C:7]=2[NH:6][C:4](=[O:5])[C:3]2[C:22]([C:26]([F:28])([F:29])[F:27])=[CH:23][CH:24]=[CH:25][C:2]=2[F:1])=[O:20])[CH2:33][CH2:32][CH2:31]1. (2) The product is: [NH:1]1[CH2:6][CH2:5][CH2:4][CH:3]([C:7]2[CH:12]=[CH:11][CH:10]=[CH:9][C:8]=2[C:13]2[CH:18]=[CH:17][C:16]([CH2:19][N:20]3[C:28]4[C:23](=[CH:24][CH:25]=[CH:26][CH:27]=4)[CH:22]=[CH:21]3)=[CH:15][CH:14]=2)[CH2:2]1. Given the reactants [N:1]1[CH:6]=[CH:5][CH:4]=[C:3]([C:7]2[CH:12]=[CH:11][CH:10]=[CH:9][C:8]=2[C:13]2[CH:18]=[CH:17][C:16]([CH2:19][N:20]3[C:28]4[C:23](=[CH:24][CH:25]=[CH:26][CH:27]=4)[CH:22]=[CH:21]3)=[CH:15][CH:14]=2)[CH:2]=1.C([BH-](CC)CC)C.[Li+], predict the reaction product. (3) Given the reactants [CH3:1][N:2]1[C:6]([C:7]2[C:11]([CH3:12])=[C:10]([NH2:13])[N:9]([C:14]3[CH:19]=[CH:18][CH:17]=[CH:16][CH:15]=3)[N:8]=2)=[CH:5][CH:4]=[N:3]1.[OH-].[Na+].Cl[C:23]([O:25][C:26]1[CH:31]=[CH:30][CH:29]=[CH:28][CH:27]=1)=[O:24], predict the reaction product. The product is: [CH3:1][N:2]1[C:6]([C:7]2[C:11]([CH3:12])=[C:10]([NH:13][C:23](=[O:24])[O:25][C:26]3[CH:31]=[CH:30][CH:29]=[CH:28][CH:27]=3)[N:9]([C:14]3[CH:19]=[CH:18][CH:17]=[CH:16][CH:15]=3)[N:8]=2)=[CH:5][CH:4]=[N:3]1. (4) Given the reactants [CH3:1][C:2]1[C:3]([CH2:9][N:10]([CH2:17][C:18]2[C:23]([CH:24]([CH3:26])[CH3:25])=[CH:22][CH:21]=[CH:20][N:19]=2)[CH:11]2[CH2:16][CH2:15][NH:14][CH2:13][CH2:12]2)=[N:4][CH:5]=[C:6]([CH3:8])[CH:7]=1.[NH:27]1[C:31]2[CH:32]=[CH:33][CH:34]=[CH:35][C:30]=2[N:29]=[C:28]1[C:36](O)=[O:37].C1C=CC2N(O)N=NC=2C=1.CCN=C=NCCCN(C)C.CCN(C(C)C)C(C)C, predict the reaction product. The product is: [NH:27]1[C:31]2[CH:32]=[CH:33][CH:34]=[CH:35][C:30]=2[N:29]=[C:28]1[C:36]([N:14]1[CH2:15][CH2:16][CH:11]([N:10]([CH2:9][C:3]2[C:2]([CH3:1])=[CH:7][C:6]([CH3:8])=[CH:5][N:4]=2)[CH2:17][C:18]2[C:23]([CH:24]([CH3:26])[CH3:25])=[CH:22][CH:21]=[CH:20][N:19]=2)[CH2:12][CH2:13]1)=[O:37]. (5) The product is: [C:66](=[O:69])([S:68][CH2:2][CH2:3][C@@:4]1([C:17]([N:19]2[CH2:28][CH2:27][C:26]3[N:25]=[CH:24][C:23]([C:29]([F:32])([F:30])[F:31])=[CH:22][C:21]=3[CH2:20]2)=[O:18])[CH2:8][C@H:7]([NH:9][C:10]([O:11][C:12]([CH3:14])([CH3:13])[CH3:15])=[O:16])[CH:6]=[CH:5]1)[CH3:67]. Given the reactants O[CH2:2][CH2:3][C@@:4]1([C:17]([N:19]2[CH2:28][CH2:27][C:26]3[N:25]=[CH:24][C:23]([C:29]([F:32])([F:31])[F:30])=[CH:22][C:21]=3[CH2:20]2)=[O:18])[CH2:8][C@H:7]([NH:9][C:10](=[O:16])[O:11][C:12]([CH3:15])([CH3:14])[CH3:13])[CH:6]=[CH:5]1.C1(P(C2C=CC=CC=2)C2C=CC=CC=2)C=CC=CC=1.CC(OC(/N=N/C(OC(C)C)=O)=O)C.[C:66]([OH:69])(=[S:68])[CH3:67].C([O-])(O)=O.[Na+], predict the reaction product. (6) Given the reactants Br[C:2]1[CH:9]=[C:8]([C:10]([F:13])([F:12])[F:11])[CH:7]=[C:6]([C:14]([F:17])([F:16])[F:15])[C:3]=1[CH:4]=[O:5].CC1(C)C(C)(C)OB([C:26]2[CH:27]=[CH:28][C:29]([C:32]([NH:34][CH2:35][CH2:36][C:37]([O:39][CH2:40][CH3:41])=[O:38])=[O:33])=[N:30][CH:31]=2)O1.C([O-])([O-])=O.[K+].[K+], predict the reaction product. The product is: [CH:4]([C:3]1[C:6]([C:14]([F:17])([F:16])[F:15])=[CH:7][C:8]([C:10]([F:13])([F:12])[F:11])=[CH:9][C:2]=1[C:26]1[CH:27]=[CH:28][C:29]([C:32]([NH:34][CH2:35][CH2:36][C:37]([O:39][CH2:40][CH3:41])=[O:38])=[O:33])=[N:30][CH:31]=1)=[O:5]. (7) Given the reactants [CH:1]1([N:6]2[C:10]3[N:11]=[C:12]([NH2:15])[N:13]=[CH:14][C:9]=3[C:8]3[CH:16]=[CH:17][N:18]=[CH:19][C:7]2=3)[CH2:5][CH2:4][CH2:3][CH2:2]1.Cl[C:21]1[CH:30]=[CH:29][C:28]2[CH2:27][N:26]([C:31]([O:33][C:34]([CH3:37])([CH3:36])[CH3:35])=[O:32])[CH2:25][CH2:24][C:23]=2[N:22]=1.C1(P(C2C=CC=CC=2)C2C3OC4C(=CC=CC=4P(C4C=CC=CC=4)C4C=CC=CC=4)C(C)(C)C=3C=CC=2)C=CC=CC=1.CC(C)([O-])C.[Na+], predict the reaction product. The product is: [CH:1]1([N:6]2[C:10]3[N:11]=[C:12]([NH:15][C:21]4[CH:30]=[CH:29][C:28]5[CH2:27][N:26]([C:31]([O:33][C:34]([CH3:37])([CH3:36])[CH3:35])=[O:32])[CH2:25][CH2:24][C:23]=5[N:22]=4)[N:13]=[CH:14][C:9]=3[C:8]3[CH:16]=[CH:17][N:18]=[CH:19][C:7]2=3)[CH2:2][CH2:3][CH2:4][CH2:5]1. (8) Given the reactants [Cl:1][C:2]1[CH:3]=[C:4]([NH:18][C:19]2[CH:27]=[CH:26][C:22]([C:23](O)=[O:24])=[CH:21][CH:20]=2)[CH:5]=[N:6][C:7]=1[O:8][CH:9]([C:14]([F:17])([F:16])[F:15])[C:10]([F:13])([F:12])[F:11].CCN=C=NCCCN(C)C.Cl.[CH3:40][S:41]([NH2:44])(=[O:43])=[O:42], predict the reaction product. The product is: [Cl:1][C:2]1[CH:3]=[C:4]([NH:18][C:19]2[CH:27]=[CH:26][C:22]([C:23]([NH:44][S:41]([CH3:40])(=[O:43])=[O:42])=[O:24])=[CH:21][CH:20]=2)[CH:5]=[N:6][C:7]=1[O:8][CH:9]([C:10]([F:11])([F:13])[F:12])[C:14]([F:17])([F:16])[F:15]. (9) The product is: [F:36][C:35]([F:37])([F:38])[C:32]1[N:31]=[CH:30][C:29]([NH:28][C:25]2[N:24]=[N:23][C:22]([C:19]3[CH:18]=[CH:17][C:16]([CH:13]4[CH2:12][CH2:11][CH:10]([CH2:9][C:8]5[NH:7][C:6](=[O:41])[O:5][N:39]=5)[CH2:15][CH2:14]4)=[CH:21][CH:20]=3)=[CH:27][CH:26]=2)=[CH:34][CH:33]=1. Given the reactants C([O:5][C:6](=[O:41])[NH:7]/[C:8](=[N:39]\O)/[CH2:9][CH:10]1[CH2:15][CH2:14][CH:13]([C:16]2[CH:21]=[CH:20][C:19]([C:22]3[N:23]=[N:24][C:25]([NH:28][C:29]4[CH:30]=[N:31][C:32]([C:35]([F:38])([F:37])[F:36])=[CH:33][CH:34]=4)=[CH:26][CH:27]=3)=[CH:18][CH:17]=2)[CH2:12][CH2:11]1)C(C)C, predict the reaction product.